Dataset: Reaction yield outcomes from USPTO patents with 853,638 reactions. Task: Predict the reaction yield, written as a fraction of the theoretical maximum amount of product (1.0 means a 100% yield; for example, 0.34 means a 34% yield). (1) The reactants are [Cl:1][C:2]1[CH:7]=[C:6]([N+]([O-])=O)[CH:5]=[CH:4][N:3]=1.[CH2:11]([O-:13])[CH3:12].[Na+].CC(=O)OCC. The catalyst is C1COCC1. The product is [Cl:1][C:2]1[CH:7]=[C:6]([O:13][CH2:11][CH3:12])[CH:5]=[CH:4][N:3]=1. The yield is 0.920. (2) The reactants are [C:1]1([CH2:7][CH:8]=O)[CH:6]=[CH:5][CH:4]=[CH:3][CH:2]=1.[CH2:10]([NH:17][C:18]([C:20]1[S:24][C:23]([N:25]2[CH2:30][CH2:29][CH2:28][CH2:27][C:26]2=[O:31])=[N:22][C:21]=1[CH3:32])=[O:19])[C:11]1[CH:16]=[CH:15][CH:14]=[CH:13][CH:12]=1. No catalyst specified. The product is [CH2:10]([NH:17][C:18]([C:20]1[S:24][C:23]([N:25]2[CH2:30][CH2:29][CH2:28][CH:27]([CH2:8][CH2:7][C:1]3[CH:2]=[CH:3][CH:4]=[CH:5][CH:6]=3)[C:26]2=[O:31])=[N:22][C:21]=1[CH3:32])=[O:19])[C:11]1[CH:16]=[CH:15][CH:14]=[CH:13][CH:12]=1. The yield is 0.240.